Dataset: Forward reaction prediction with 1.9M reactions from USPTO patents (1976-2016). Task: Predict the product of the given reaction. (1) Given the reactants [CH2:1]([CH:7]1[CH:10]([CH2:11][CH2:12][CH2:13][CH2:14][CH2:15][O:16]C2CCCCO2)[O:9][C:8]1=[O:23])[CH2:2][CH2:3][CH2:4][CH2:5][CH3:6].C1(C)C=CC(S([O-])(=O)=O)=CC=1.[NH+]1C=CC=CC=1, predict the reaction product. The product is: [CH2:1]([C@H:7]1[C@H:10]([CH2:11][CH2:12][CH2:13][CH2:14][CH2:15][OH:16])[O:9][C:8]1=[O:23])[CH2:2][CH2:3][CH2:4][CH2:5][CH3:6]. (2) Given the reactants [NH2:1][CH2:2][C@H:3]([N:5]1[CH:9]=[CH:8][C:7]([C:10]2[CH:17]=[C:16]([F:18])[C:13]([C:14]#[N:15])=[C:12]([F:19])[CH:11]=2)=[N:6]1)[CH3:4].[C:20]([CH2:22][C:23]1[S:24][CH:25]=[C:26]([C:28](O)=[O:29])[N:27]=1)#[N:21], predict the reaction product. The product is: [C:14]([C:13]1[C:16]([F:18])=[CH:17][C:10]([C:7]2[CH:8]=[CH:9][N:5]([C@H:3]([CH3:4])[CH2:2][NH:1][C:28]([C:26]3[N:27]=[C:23]([CH2:22][C:20]#[N:21])[S:24][CH:25]=3)=[O:29])[N:6]=2)=[CH:11][C:12]=1[F:19])#[N:15]. (3) Given the reactants [OH:1][CH2:2][CH2:3][CH2:4][CH2:5][CH2:6][NH:7][C:8](=[O:14])[O:9][C:10]([CH3:13])([CH3:12])[CH3:11].[N+](=[CH:17][C:18]([O:20][CH2:21][CH3:22])=[O:19])=[N-].C(=O)(O)[O-].[Na+], predict the reaction product. The product is: [C:10]([O:9][C:8]([NH:7][CH2:6][CH2:5][CH2:4][CH2:3][CH2:2][O:1][CH2:17][C:18]([O:20][CH2:21][CH3:22])=[O:19])=[O:14])([CH3:11])([CH3:13])[CH3:12].